Predict the reactants needed to synthesize the given product. From a dataset of Full USPTO retrosynthesis dataset with 1.9M reactions from patents (1976-2016). (1) Given the product [Cl:1][C:2]1[C:3]([C:9]2[C:13]([Cl:23])=[C:12]([C:14]([F:17])([F:16])[F:15])[N:11]([CH3:18])[N:10]=2)=[N:4][CH:5]=[C:6]([Cl:8])[CH:7]=1, predict the reactants needed to synthesize it. The reactants are: [Cl:1][C:2]1[C:3]([C:9]2[CH:13]=[C:12]([C:14]([F:17])([F:16])[F:15])[N:11]([CH3:18])[N:10]=2)=[N:4][CH:5]=[C:6]([Cl:8])[CH:7]=1.C(O)(=O)C.[Cl:23]Cl. (2) Given the product [NH2:11][CH2:10][CH2:9][C:6]1[CH:7]=[CH:8][C:3]([C:1]#[N:2])=[CH:4][CH:5]=1, predict the reactants needed to synthesize it. The reactants are: [C:1]([C:3]1[CH:8]=[CH:7][C:6]([CH2:9][CH2:10][NH:11]C(=O)OC(C)(C)C)=[CH:5][CH:4]=1)#[N:2].C(O)(C(F)(F)F)=O. (3) Given the product [Cl:1][CH2:2][CH2:3][CH2:4][O:5][C:6]1[CH:11]=[CH:10][C:9]([C@H:12]2[CH2:17][CH2:16][C@H:15]([OH:18])[CH2:14][CH2:13]2)=[CH:8][CH:7]=1, predict the reactants needed to synthesize it. The reactants are: [Cl:1][CH2:2][CH2:3][CH2:4][O:5][C:6]1[CH:11]=[CH:10][C:9]([CH:12]2[CH2:17][CH2:16][C:15](=[O:18])[CH2:14][CH2:13]2)=[CH:8][CH:7]=1.[BH4-].[Na+]. (4) The reactants are: [CH2:1]([C:4]1[CH:11]=[C:10]([C:12]([F:15])([F:14])[F:13])[CH:9]=[CH:8][C:5]=1[CH:6]=O)[CH2:2][CH3:3].C1(P(=[CH:35][C:36]([O:38][CH3:39])=[O:37])(C2C=CC=CC=2)C2C=CC=CC=2)C=CC=CC=1. Given the product [CH3:39][O:38][C:36](=[O:37])[CH:35]=[CH:6][C:5]1[CH:8]=[CH:9][C:10]([C:12]([F:15])([F:14])[F:13])=[CH:11][C:4]=1[CH2:1][CH2:2][CH3:3], predict the reactants needed to synthesize it. (5) Given the product [Br:16][C:9]1[CH:10]=[CH:11][C:4]([CH:1]([CH3:3])[CH3:2])=[C:5]([CH:8]=1)[CH:6]=[O:7], predict the reactants needed to synthesize it. The reactants are: [CH:1]([C:4]1[CH:11]=[CH:10][CH:9]=[CH:8][C:5]=1[CH:6]=[O:7])([CH3:3])[CH3:2].[Al+3].[Cl-].[Cl-].[Cl-].[Br:16]Br.C(=O)(O)[O-].[Na+]. (6) Given the product [CH3:7][N:8]([C:2]1[S:6][CH:5]=[N:4][CH:3]=1)[CH2:9][CH2:10][NH2:11], predict the reactants needed to synthesize it. The reactants are: Br[C:2]1[S:6][CH:5]=[N:4][CH:3]=1.[CH3:7][NH:8][CH2:9][CH2:10][NH2:11]. (7) Given the product [NH2:27][C:26]1[C:9]([O:8][C:7]2[CH:6]=[CH:5][C:4]([CH2:30][C:31]([O:33][CH3:34])=[O:32])=[CH:3][C:2]=2[Cl:1])=[CH:10][C:11]2[N:15]([CH2:16][O:17][CH2:18][CH2:19][Si:20]([CH3:21])([CH3:23])[CH3:22])[C:14]([CH3:24])=[N:13][C:12]=2[CH:25]=1, predict the reactants needed to synthesize it. The reactants are: [Cl:1][C:2]1[CH:3]=[C:4]([CH2:30][C:31]([O:33][CH3:34])=[O:32])[CH:5]=[CH:6][C:7]=1[O:8][C:9]1[C:26]([N+:27]([O-])=O)=[CH:25][C:12]2[N:13]=[C:14]([CH3:24])[N:15]([CH2:16][O:17][CH2:18][CH2:19][Si:20]([CH3:23])([CH3:22])[CH3:21])[C:11]=2[CH:10]=1.O.O.[Sn](Cl)(Cl)(Cl)Cl. (8) Given the product [C:1]([C:5]1[N:10]=[CH:9][C:8]([C:11]2[N:12]([C:32]([N:34]3[CH2:35][CH2:36][CH:37]([CH2:40][C:41]([NH:56][C@H:54]([C:50]4[CH:51]=[CH:52][CH:53]=[C:48]([F:47])[CH:49]=4)[CH3:55])=[O:43])[CH2:38][CH2:39]3)=[O:33])[C@@:13]([C:25]3[CH:30]=[CH:29][C:28]([Cl:31])=[CH:27][CH:26]=3)([CH3:24])[C@@:14]([C:17]3[CH:22]=[CH:21][C:20]([Cl:23])=[CH:19][CH:18]=3)([CH3:16])[N:15]=2)=[C:7]([O:44][CH2:45][CH3:46])[CH:6]=1)([CH3:4])([CH3:2])[CH3:3], predict the reactants needed to synthesize it. The reactants are: [C:1]([C:5]1[N:10]=[CH:9][C:8]([C:11]2[N:12]([C:32]([N:34]3[CH2:39][CH2:38][CH:37]([CH2:40][C:41]([OH:43])=O)[CH2:36][CH2:35]3)=[O:33])[C@@:13]([C:25]3[CH:30]=[CH:29][C:28]([Cl:31])=[CH:27][CH:26]=3)([CH3:24])[C@@:14]([C:17]3[CH:22]=[CH:21][C:20]([Cl:23])=[CH:19][CH:18]=3)([CH3:16])[N:15]=2)=[C:7]([O:44][CH2:45][CH3:46])[CH:6]=1)([CH3:4])([CH3:3])[CH3:2].[F:47][C:48]1[CH:49]=[C:50]([C@@H:54]([NH2:56])[CH3:55])[CH:51]=[CH:52][CH:53]=1. (9) Given the product [N:1]1([C:8]2[CH:15]=[CH:14][C:13]([Br:16])=[CH:12][C:9]=2/[CH:10]=[CH:18]/[C:17]([O:20][CH2:21][CH3:22])=[O:19])[CH2:7][CH2:6][CH2:5][CH2:4][CH2:3][CH2:2]1, predict the reactants needed to synthesize it. The reactants are: [N:1]1([C:8]2[CH:15]=[CH:14][C:13]([Br:16])=[CH:12][C:9]=2[CH:10]=O)[CH2:7][CH2:6][CH2:5][CH2:4][CH2:3][CH2:2]1.[C:17]([O:20][CH2:21][CH3:22])(=[O:19])[CH3:18].C[O-].[Na+].Cl. (10) Given the product [CH3:76][C:70]1[CH:69]=[CH:68][C:67]2[C:72](=[CH:73][CH:74]=[CH:75][C:66]=2[N:6]2[CH2:5][CH2:4][NH:3][C@H:2]([CH3:1])[CH2:7]2)[N:71]=1, predict the reactants needed to synthesize it. The reactants are: [CH3:1][C@@H:2]1[CH2:7][NH:6][CH2:5][CH2:4][NH:3]1.C(=O)([O-])[O-].[Cs+].[Cs+].C1(P(C2C=CC=CC=2)C2C=CC3C(=CC=CC=3)C=2C2C3C(=CC=CC=3)C=CC=2P(C2C=CC=CC=2)C2C=CC=CC=2)C=CC=CC=1.FC(F)(F)S(O[C:66]1[CH:75]=[CH:74][CH:73]=[C:72]2[C:67]=1[CH:68]=[CH:69][C:70]([CH3:76])=[N:71]2)(=O)=O.